Dataset: Reaction yield outcomes from USPTO patents with 853,638 reactions. Task: Predict the reaction yield, written as a fraction of the theoretical maximum amount of product (1.0 means a 100% yield; for example, 0.34 means a 34% yield). (1) The reactants are Br[C:2]1[C:3]([C:12]2[CH:17]=[CH:16][C:15]([F:18])=[CH:14][CH:13]=2)=[N:4][N:5]2[C:10](Cl)=[CH:9][CH:8]=[CH:7][C:6]=12.[F:19][C:20]1[CH:25]=[C:24](B(O)O)[CH:23]=[CH:22][N:21]=1. No catalyst specified. The product is [F:18][C:15]1[CH:16]=[CH:17][C:12]([C:3]2[C:2]([C:24]3[CH:23]=[CH:22][N:21]=[C:20]([F:19])[CH:25]=3)=[C:6]3[CH:7]=[CH:8][CH:9]=[C:10]([C:24]4[CH:23]=[CH:22][N:21]=[C:20]([F:19])[CH:25]=4)[N:5]3[N:4]=2)=[CH:13][CH:14]=1. The yield is 0.240. (2) The yield is 0.0800. The catalyst is C(OCC)(=O)C. The reactants are [NH2:1][C:2]1[CH:25]=[CH:24][C:5]([O:6][C:7]2[C:16]3[C:11](=[CH:12][C:13]([O:19][CH2:20][CH2:21][O:22][CH3:23])=[C:14]([C:17]#[N:18])[CH:15]=3)[N:10]=[CH:9][CH:8]=2)=[CH:4][C:3]=1[F:26].[CH3:27][S:28]([C:31]1[CH:32]=[C:33]([NH:37][C:38](=O)[O:39]C2C=CC=CC=2)[CH:34]=[CH:35][CH:36]=1)(=[O:30])=[O:29].C1(C)C=CC=CC=1.C(N(C(C)C)CC)(C)C. The product is [C:17]([C:14]1[CH:15]=[C:16]2[C:11](=[CH:12][C:13]=1[O:19][CH2:20][CH2:21][O:22][CH3:23])[N:10]=[CH:9][CH:8]=[C:7]2[O:6][C:5]1[CH:24]=[CH:25][C:2]([NH:1][C:38]([NH:37][C:33]2[CH:34]=[CH:35][CH:36]=[C:31]([S:28]([CH3:27])(=[O:30])=[O:29])[CH:32]=2)=[O:39])=[C:3]([F:26])[CH:4]=1)#[N:18]. (3) The reactants are [N:1]1([CH2:7][C:8]2[CH:9]=[C:10]([NH2:15])[C:11]([NH2:14])=[CH:12][CH:13]=2)[CH2:6][CH2:5][O:4][CH2:3][CH2:2]1.[N+:16]([C:19]1[C:20]([C:24](O)=O)=[N:21][NH:22][CH:23]=1)([O-:18])=[O:17]. The catalyst is CN(C)C=O. The product is [N:1]1([CH2:7][C:8]2[CH:13]=[CH:12][C:11]3[NH:14][C:24]([C:20]4[C:19]([N+:16]([O-:18])=[O:17])=[CH:23][NH:22][N:21]=4)=[N:15][C:10]=3[CH:9]=2)[CH2:6][CH2:5][O:4][CH2:3][CH2:2]1. The yield is 0.400. (4) The reactants are Cl.Cl[C:3]1[N:16]2[C:7](=[N:8][C:9]3[C:14]([C:15]2=[O:17])=[C:13]([F:18])[CH:12]=[CH:11][CH:10]=3)[C:6]2[CH:19]=[CH:20][N:21](S(C3C=CC(C)=CC=3)(=O)=O)[C:5]=2[N:4]=1.[CH3:32][N:33]([CH3:50])[C@H:34]([CH3:49])[C:35]([N:37]1[C:45]2[C:40](=[CH:41][C:42]([O:47][CH3:48])=[C:43]([NH2:46])[CH:44]=2)[CH2:39][CH2:38]1)=[O:36].[CH3:51][NH2:52].[OH-].[K+]. The catalyst is C1COCC1.C(OCC)(=O)C. The product is [CH3:32][N:33]([CH3:50])[C@@H:34]([C:35]([N:37]1[C:45]2[C:40](=[CH:41][C:42]([O:47][CH3:48])=[C:43]([NH:46][C:3]3[NH:4][C:5]4=[N:21][CH:20]=[CH:19][C:6]4=[C:7]([NH:8][C:9]4[CH:10]=[CH:11][CH:12]=[C:13]([F:18])[C:14]=4[C:15]([NH:52][CH3:51])=[O:17])[N:16]=3)[CH:44]=2)[CH2:39][CH2:38]1)=[O:36])[CH3:49]. The yield is 0.170. (5) The reactants are [C:1]([NH:18][NH2:19])([O:3][CH2:4][CH:5]1[C:17]2[C:12](=[CH:13][CH:14]=[CH:15][CH:16]=2)[C:11]2[C:6]1=[CH:7][CH:8]=[CH:9][CH:10]=2)=[O:2].Cl.C1N=CN([C:26](N2C=NC=C2)=[O:27])C=1.CCN(C(C)C)C(C)C.[NH2:42][C@H:43]([C:48]([O:50][C:51]([CH3:54])([CH3:53])[CH3:52])=[O:49])[CH2:44][CH:45]([CH3:47])[CH3:46].Cl. The catalyst is C1COCC1.CN(C=O)C. The product is [NH:18]([C:1]([O:3][CH2:4][CH:5]1[C:17]2[C:12](=[CH:13][CH:14]=[CH:15][CH:16]=2)[C:11]2[C:6]1=[CH:7][CH:8]=[CH:9][CH:10]=2)=[O:2])[NH:19][C:26]([NH:42][C@H:43]([C:48]([O:50][C:51]([CH3:52])([CH3:54])[CH3:53])=[O:49])[CH2:44][CH:45]([CH3:47])[CH3:46])=[O:27]. The yield is 0.990. (6) The reactants are C(N(CC)CC)C.[Br:8][C:9]1[C:10]([F:19])=[C:11]2[C:17]([NH2:18])=[CH:16][NH:15][C:12]2=[N:13][CH:14]=1.C[C:21]1([C:24]([OH:26])=O)[CH2:23][CH2:22]1.[O:27]=[C:28]1N(P(Cl)(N2CCOC2=O)=O)CCO1. The catalyst is ClCCl. The product is [Br:8][C:9]1[C:10]([F:19])=[C:11]2[C:17]([NH:18][C:24]([C:21]3([O:27][CH3:28])[CH2:23][CH2:22]3)=[O:26])=[CH:16][NH:15][C:12]2=[N:13][CH:14]=1. The yield is 0.600.